Dataset: Catalyst prediction with 721,799 reactions and 888 catalyst types from USPTO. Task: Predict which catalyst facilitates the given reaction. (1) Reactant: [Cl:1][C:2]1[CH:6]=[CH:5][S:4][C:3]=1[C:7]1[O:8][C:9]2[C:10](=[C:12]([C:16]([OH:18])=O)[CH:13]=[CH:14][CH:15]=2)[N:11]=1.Cl.Cl.[NH2:21][CH:22]1[CH2:29][CH:28]2[N:30]([CH3:31])[CH:24]([CH2:25][CH2:26][CH2:27]2)[CH2:23]1.Cl.C(N=C=NCCCN(C)C)C.ON1C2C=CC=CC=2N=N1.C(N(CC)CC)C. Product: [CH3:31][N:30]1[CH:24]2[CH2:25][CH2:26][CH2:27][CH:28]1[CH2:29][CH:22]([NH:21][C:16]([C:12]1[CH:13]=[CH:14][CH:15]=[C:9]3[O:8][C:7]([C:3]4[S:4][CH:5]=[CH:6][C:2]=4[Cl:1])=[N:11][C:10]=13)=[O:18])[CH2:23]2. The catalyst class is: 174. (2) Reactant: [CH2:1]([CH:3]1[C:16]2[C:11](=[CH:12][CH:13]=[C:14]([F:17])[CH:15]=2)[C:10]2[CH:9]=[CH:8][CH:7]=[CH:6][C:5]=2[N:4]1[S:18]([C:21]1[CH:26]=[CH:25][C:24]([OH:27])=[CH:23][CH:22]=1)(=[O:20])=[O:19])[CH3:2].N1C=CC=CC=1.[C:34]([CH2:38][C:39](Cl)=[O:40])([CH3:37])([CH3:36])[CH3:35]. Product: [CH3:35][C:34]([CH3:37])([CH3:36])[CH2:38][C:39]([O:27][C:24]1[CH:23]=[CH:22][C:21]([S:18]([N:4]2[CH:3]([CH2:1][CH3:2])[C:16]3[C:11](=[CH:12][CH:13]=[C:14]([F:17])[CH:15]=3)[C:10]3[CH:9]=[CH:8][CH:7]=[CH:6][C:5]2=3)(=[O:20])=[O:19])=[CH:26][CH:25]=1)=[O:40]. The catalyst class is: 4. (3) Reactant: FC(F)(F)C(O)=O.[C:8]([NH:16][C:17]1[CH:26]=[C:25]2[C:20]([C@H:21]([C:36]3[CH:41]=[CH:40][C:39]([Cl:42])=[C:38]([Cl:43])[CH:37]=3)[CH2:22][CH2:23][C@@H:24]2[N:27](C)[C:28](=O)OC(C)(C)C)=[CH:19][CH:18]=1)(=[O:15])[C:9]1[CH:14]=[CH:13][CH:12]=[CH:11][CH:10]=1. Product: [Cl:43][C:38]1[CH:37]=[C:36]([C@@H:21]2[CH2:22][CH2:23][C@H:24]([NH:27][CH3:28])[C:25]3[CH:26]=[C:17]([NH:16][C:8](=[O:15])[C:9]4[CH:10]=[CH:11][CH:12]=[CH:13][CH:14]=4)[CH:18]=[CH:19][C:20]2=3)[CH:41]=[CH:40][C:39]=1[Cl:42]. The catalyst class is: 2. (4) Reactant: [CH:1]1([C:4]2[C:5]([O:18][CH2:19][C:20]34[CH2:26][CH:25]3[CH2:24][C:23](=[O:27])[CH2:22][CH2:21]4)=[CH:6][C:7]([F:17])=[C:8]([CH:16]=2)[C:9]([O:11][C:12]([CH3:15])([CH3:14])[CH3:13])=[O:10])[CH2:3][CH2:2]1.[BH4-].[Na+]. Product: [CH:1]1([C:4]2[C:5]([O:18][CH2:19][C:20]34[CH2:26][CH:25]3[CH2:24][CH:23]([OH:27])[CH2:22][CH2:21]4)=[CH:6][C:7]([F:17])=[C:8]([CH:16]=2)[C:9]([O:11][C:12]([CH3:15])([CH3:14])[CH3:13])=[O:10])[CH2:3][CH2:2]1. The catalyst class is: 57. (5) Reactant: [CH3:1][S:2](Cl)(=[O:4])=[O:3].[N:6]([CH:9]1[CH:13]([OH:14])[CH2:12][N:11]([C:15]2[CH:20]=[CH:19][C:18]([N:21]3[CH2:25][C@H:24]([CH2:26][NH:27][C:28](=[O:30])[CH3:29])[O:23][C:22]3=[O:31])=[CH:17][C:16]=2[F:32])[CH2:10]1)=[N+:7]=[N-:8].C(N(CC)CC)C. Product: [N:6]([CH:9]1[CH:13]([O:14][S:2]([CH3:1])(=[O:4])=[O:3])[CH2:12][N:11]([C:15]2[CH:20]=[CH:19][C:18]([N:21]3[CH2:25][C@H:24]([CH2:26][NH:27][C:28](=[O:30])[CH3:29])[O:23][C:22]3=[O:31])=[CH:17][C:16]=2[F:32])[CH2:10]1)=[N+:7]=[N-:8]. The catalyst class is: 4. (6) Reactant: FC(F)(F)S([O-])(=O)=O.[CH:9]1([O:15][CH2:16][O:17][CH2:18][CH2:19][C:20]2[CH:25]=[CH:24][C:23]([S+:26]([C:33]3[CH:38]=[CH:37][CH:36]=[CH:35][CH:34]=3)[C:27]3[CH:32]=[CH:31][CH:30]=[CH:29][CH:28]=3)=[CH:22][CH:21]=2)[CH2:14][CH2:13][CH2:12][CH2:11][CH2:10]1.[F:39][C:40]([F:60])([S:56]([O-:59])(=[O:58])=[O:57])[C:41]([F:55])([F:54])[C:42]([F:53])([F:52])[S:43]([N:46]1[CH2:51][CH2:50][CH2:49][CH2:48][CH2:47]1)(=[O:45])=[O:44].[Na+]. Product: [F:60][C:40]([F:39])([S:56]([O-:59])(=[O:57])=[O:58])[C:41]([F:55])([F:54])[C:42]([F:53])([F:52])[S:43]([N:46]1[CH2:47][CH2:48][CH2:49][CH2:50][CH2:51]1)(=[O:44])=[O:45].[CH:9]1([O:15][CH2:16][O:17][CH2:18][CH2:19][C:20]2[CH:25]=[CH:24][C:23]([S+:26]([C:33]3[CH:38]=[CH:37][CH:36]=[CH:35][CH:34]=3)[C:27]3[CH:32]=[CH:31][CH:30]=[CH:29][CH:28]=3)=[CH:22][CH:21]=2)[CH2:14][CH2:13][CH2:12][CH2:11][CH2:10]1. The catalyst class is: 5. (7) Reactant: [F:1][C:2]1[CH:3]=[C:4]([N:15]2[C@@H:19]([C:20]3[C:21]([F:34])=[CH:22][C:23]4[N:27]=[C:26]([C@@H:28]5[CH2:32][CH2:31][CH2:30][NH:29]5)[NH:25][C:24]=4[CH:33]=3)[CH2:18][CH2:17][C@@H:16]2[C:35]2[C:36]([F:49])=[CH:37][C:38]3[N:42]=[C:41]([C@@H:43]4[CH2:47][CH2:46][CH2:45][NH:44]4)[NH:40][C:39]=3[CH:48]=2)[CH:5]=[C:6]([F:14])[C:7]=1[N:8]1[CH2:13][CH2:12][CH2:11][CH2:10][CH2:9]1.[CH3:50][O:51][C:52]([NH:54][C@@H:55]([CH:59]([CH3:61])[CH3:60])[C:56](O)=[O:57])=[O:53].C(Cl)CCl.[CH:66]1[CH:67]=CC2N(O)N=NC=2[CH:71]=1.C[N:77]1[CH2:82][CH2:81][O:80]CC1.C[CH2:84][O:85][C:86](C)=[O:87]. Product: [CH3:84][O:85][C:86](=[O:87])[NH:77][C@@H:82]([CH:66]([CH3:67])[CH3:71])[C:81]([N:29]1[CH2:30][CH2:31][CH2:32][C@H:28]1[C:26]1[NH:27][C:23]2[CH:22]=[C:21]([F:34])[C:20]([C@H:19]3[CH2:18][CH2:17][C@H:16]([C:35]4[C:36]([F:49])=[CH:37][C:38]5[NH:42][C:41]([C@@H:43]6[CH2:47][CH2:46][CH2:45][N:44]6[C:56](=[O:57])[C@@H:55]([NH:54][C:52]([O:51][CH3:50])=[O:53])[CH:59]([CH3:61])[CH3:60])=[N:40][C:39]=5[CH:48]=4)[N:15]3[C:4]3[CH:3]=[C:2]([F:1])[C:7]([N:8]4[CH2:13][CH2:12][CH2:11][CH2:10][CH2:9]4)=[C:6]([F:14])[CH:5]=3)=[CH:33][C:24]=2[N:25]=1)=[O:80]. The catalyst class is: 3. (8) Reactant: [C:1]([CH2:3][C:4]1[CH:5]=[C:6]([NH:10][C:11](=O)[CH3:12])[CH:7]=[CH:8][CH:9]=1)#[N:2].FC(F)(F)S(OS(C(F)(F)F)(=O)=O)(=O)=O.C[Si]([N:33]=[N+:34]=[N-:35])(C)C.[Cl-].N. Product: [CH3:12][C:11]1[N:10]([C:6]2[CH:5]=[C:4]([CH2:3][C:1]#[N:2])[CH:9]=[CH:8][CH:7]=2)[N:35]=[N:34][N:33]=1. The catalyst class is: 10. (9) Reactant: [OH:1][C:2]([CH3:34])([CH3:33])[CH2:3][C@@:4]1([C:27]2[CH:32]=[CH:31][CH:30]=[CH:29][CH:28]=2)[O:9][C:8](=[O:10])[N:7]([C@H:11]([C:13]2[CH:18]=[CH:17][C:16]([C:19]3[CH:24]=[CH:23][N:22]=[C:21]([O:25]C)[CH:20]=3)=[CH:15][CH:14]=2)[CH3:12])[CH2:6][CH2:5]1.[C:35](=O)([O-])[O-].[K+].[K+].IC.Cl. Product: [OH:1][C:2]([CH3:34])([CH3:33])[CH2:3][C@@:4]1([C:27]2[CH:28]=[CH:29][CH:30]=[CH:31][CH:32]=2)[O:9][C:8](=[O:10])[N:7]([C@H:11]([C:13]2[CH:14]=[CH:15][C:16]([C:19]3[CH:24]=[CH:23][N:22]([CH3:35])[C:21](=[O:25])[CH:20]=3)=[CH:17][CH:18]=2)[CH3:12])[CH2:6][CH2:5]1. The catalyst class is: 10. (10) Reactant: Br.Br[CH2:3][C:4]1[N:8]([CH3:9])[C:7]2[CH:10]=[CH:11][CH:12]=[CH:13][C:6]=2[N:5]=1.[CH3:14][C:15]1[N:20]=[C:19]([SH:21])[N:18]=[C:17]([OH:22])[CH:16]=1.C(N(CC)CC)C. Product: [CH3:14][C:15]1[N:20]=[C:19]([S:21][CH2:3][C:4]2[N:8]([CH3:9])[C:7]3[CH:10]=[CH:11][CH:12]=[CH:13][C:6]=3[N:5]=2)[N:18]=[C:17]([OH:22])[CH:16]=1. The catalyst class is: 8.